From a dataset of Peptide-MHC class I binding affinity with 185,985 pairs from IEDB/IMGT. Regression. Given a peptide amino acid sequence and an MHC pseudo amino acid sequence, predict their binding affinity value. This is MHC class I binding data. The peptide sequence is TDCVLEAMAF. The MHC is Mamu-A11 with pseudo-sequence Mamu-A11. The binding affinity (normalized) is 0.466.